This data is from Reaction yield outcomes from USPTO patents with 853,638 reactions. The task is: Predict the reaction yield, written as a fraction of the theoretical maximum amount of product (1.0 means a 100% yield; for example, 0.34 means a 34% yield). (1) The reactants are [C:1]([C:3]1[CH:8]=[CH:7][CH:6]=[CH:5][C:4]=1[C:9]1[CH:14]=[CH:13][C:12]([CH2:15][C:16]2[C:17](=[O:44])[N:18]([C@H:29]3[CH2:34][CH2:33][C@H:32]([O:35][CH:36]([CH2:42][CH3:43])C(OCC)=O)[CH2:31][CH2:30]3)[C:19]3[N:20]([N:25]=[C:26]([CH3:28])[N:27]=3)[C:21]=2[CH2:22][CH2:23][CH3:24])=[CH:11][CH:10]=1)#[N:2].C[Mg]Br.Cl. The catalyst is O1CCCC1. The product is [CH2:42]([CH:36]([O:35][C@H:32]1[CH2:33][CH2:34][C@H:29]([N:18]2[C:17](=[O:44])[C:16]([CH2:15][C:12]3[CH:13]=[CH:14][C:9]([C:4]4[C:3]([C:1]#[N:2])=[CH:8][CH:7]=[CH:6][CH:5]=4)=[CH:10][CH:11]=3)=[C:21]([CH2:22][CH2:23][CH3:24])[N:20]3[N:25]=[C:26]([CH3:28])[N:27]=[C:19]23)[CH2:30][CH2:31]1)[C:32]([OH:35])([CH3:33])[CH3:31])[CH3:43]. The yield is 0.600. (2) The reactants are [H-].[Al+3].[Li+].[H-].[H-].[H-].[C:7]([CH:9]1[S:13][C:12]([C:14]2[NH:15][C:16]3[C:21]([CH:22]=2)=[CH:20][CH:19]=[CH:18][C:17]=3[N:23]([CH3:32])[S:24]([C:27]2[S:28][CH:29]=[CH:30][CH:31]=2)(=[O:26])=[O:25])=[N:11][CH2:10]1)#[N:8].[OH-].[Na+]. The catalyst is O1CCCC1. The product is [NH2:8][CH2:7][CH:9]1[S:13][C:12]([C:14]2[NH:15][C:16]3[C:21]([CH:22]=2)=[CH:20][CH:19]=[CH:18][C:17]=3[N:23]([CH3:32])[S:24]([C:27]2[S:28][CH:29]=[CH:30][CH:31]=2)(=[O:26])=[O:25])=[N:11][CH2:10]1. The yield is 0.360. (3) The reactants are [CH3:1][C:2]1[C:6]([CH3:7])=[C:5]([C:8]([OH:10])=O)[S:4][C:3]=1[C:11]([OH:13])=[O:12].S(Cl)(Cl)=O.CN(C)[CH:20]=[O:21].Cl[CH2:24]Cl. No catalyst specified. The product is [CH3:7][C:6]1[C:2]([CH3:1])=[C:3]([C:11]([O:13][CH3:24])=[O:12])[S:4][C:5]=1[C:8]([O:21][CH3:20])=[O:10]. The yield is 0.520. (4) The reactants are [OH:1][CH2:2][C:3]([CH3:7])([CH2:5][OH:6])[CH3:4].[O:8]1[CH:13]=[CH:12][CH2:11][CH2:10][CH2:9]1.C([O-])(O)=O.[Na+]. The catalyst is CC1C=CC(S(O)(=O)=O)=CC=1.O.C1COCC1.ClCCl. The product is [CH3:4][C:3]([CH3:7])([CH2:5][O:6][CH:9]1[CH2:10][CH2:11][CH2:12][CH2:13][O:8]1)[CH2:2][OH:1]. The yield is 0.590. (5) The reactants are [C:1]([O:5][C:6](=[O:23])[NH:7][C:8]1[S:9][CH:10]=[C:11]([CH2:13][S:14][C:15]2[CH:20]=[CH:19][C:18]([Cl:21])=[CH:17][C:16]=2[NH2:22])[N:12]=1)([CH3:4])([CH3:3])[CH3:2].[O:24]1[C:28]2[CH:29]=[CH:30][CH:31]=[CH:32][C:27]=2[CH:26]=[C:25]1[S:33](Cl)(=[O:35])=[O:34]. The catalyst is N1C=CC=CC=1. The product is [C:1]([O:5][C:6](=[O:23])[NH:7][C:8]1[S:9][CH:10]=[C:11]([CH2:13][S:14][C:15]2[CH:20]=[CH:19][C:18]([Cl:21])=[CH:17][C:16]=2[NH:22][S:33]([C:25]2[O:24][C:28]3[CH:29]=[CH:30][CH:31]=[CH:32][C:27]=3[CH:26]=2)(=[O:34])=[O:35])[N:12]=1)([CH3:4])([CH3:2])[CH3:3]. The yield is 0.540. (6) No catalyst specified. The yield is 0.950. The reactants are [F:1][C:2]1[C:7]([CH3:8])=[CH:6][CH:5]=[C:4]([O:9]C)[C:3]=1[B:11]([OH:13])[OH:12].B(Br)(Br)Br. The product is [F:1][C:2]1[C:7]([CH3:8])=[CH:6][CH:5]=[C:4]([OH:9])[C:3]=1[B:11]([OH:12])[OH:13]. (7) The reactants are [CH3:1][C:2]1[C:6]([C:7]2[CH:16]=[C:15]3[C:10]([C:11]([NH:18][CH:19]([CH3:23])[CH2:20][O:21][CH3:22])=[C:12]([NH2:17])[CH:13]=[N:14]3)=[CH:9][C:8]=2[O:24][CH3:25])=[C:5]([CH3:26])[O:4][N:3]=1.N1C=CC=CC=1.[O:33]1[CH2:38][CH2:37][CH:36]([C:39](Cl)=[O:40])[CH2:35][CH2:34]1. The catalyst is C(Cl)Cl. The yield is 1.00. The product is [CH3:1][C:2]1[C:6]([C:7]2[CH:16]=[C:15]3[C:10]([C:11]([NH:18][CH:19]([CH3:23])[CH2:20][O:21][CH3:22])=[C:12]([NH:17][C:39]([CH:36]4[CH2:37][CH2:38][O:33][CH2:34][CH2:35]4)=[O:40])[CH:13]=[N:14]3)=[CH:9][C:8]=2[O:24][CH3:25])=[C:5]([CH3:26])[O:4][N:3]=1. (8) The reactants are Br[C:2]1[CH:7]=[CH:6][C:5]([S:8]([NH:11][CH3:12])(=[O:10])=[O:9])=[CH:4][CH:3]=1.[NH2:13][C:14]1[CH:15]=[C:16](B(O)O)[CH:17]=[CH:18][CH:19]=1.C(=O)([O-])[O-].[K+].[K+].O. The catalyst is CN(C=O)C.C1C=CC([P]([Pd]([P](C2C=CC=CC=2)(C2C=CC=CC=2)C2C=CC=CC=2)([P](C2C=CC=CC=2)(C2C=CC=CC=2)C2C=CC=CC=2)[P](C2C=CC=CC=2)(C2C=CC=CC=2)C2C=CC=CC=2)(C2C=CC=CC=2)C2C=CC=CC=2)=CC=1. The product is [NH2:13][C:14]1[CH:19]=[C:18]([C:2]2[CH:7]=[CH:6][C:5]([S:8]([NH:11][CH3:12])(=[O:10])=[O:9])=[CH:4][CH:3]=2)[CH:17]=[CH:16][CH:15]=1. The yield is 0.500. (9) The catalyst is ClCCl. The product is [O:38]=[C:33]1[CH2:34][CH2:35][C:36](=[O:37])[N:32]1[O:19][C:18](=[O:20])[CH2:17][CH2:16][C:15]([NH:14][CH2:13][CH:11]1[O:10][C:9]2[CH:22]=[CH:23][C:6]([CH2:5][CH:4]([N:3]([CH2:1][CH3:2])[C:25](=[O:30])[C:26]([F:28])([F:29])[F:27])[CH3:24])=[CH:7][C:8]=2[O:12]1)=[O:21]. The reactants are [CH2:1]([N:3]([C:25](=[O:30])[C:26]([F:29])([F:28])[F:27])[CH:4]([CH3:24])[CH2:5][C:6]1[CH:23]=[CH:22][C:9]2[O:10][CH:11]([CH2:13][NH:14][C:15](=[O:21])[CH2:16][CH2:17][C:18]([OH:20])=[O:19])[O:12][C:8]=2[CH:7]=1)[CH3:2].O[N:32]1[C:36](=[O:37])[CH2:35][CH2:34][C:33]1=[O:38].C(N=C=NCCCN(C)C)C. The yield is 0.840. (10) The reactants are Cl[C:2]1[N:3]([CH2:25][CH:26]2[CH2:28][CH2:27]2)[C:4]2[C:9]([N:10]=1)=[C:8]([N:11]1[CH2:16][CH2:15][O:14][CH2:13][CH2:12]1)[N:7]=[C:6]([C:17]1[C:18]([CH3:24])=[N:19][C:20]([NH2:23])=[N:21][CH:22]=1)[N:5]=2.[CH2:29]([NH2:32])[CH2:30][NH2:31].C(N(CC)CC)C.[S:40](Cl)([CH3:43])(=[O:42])=[O:41]. The catalyst is CN1CCCC1=O. The product is [NH2:23][C:20]1[N:19]=[C:18]([CH3:24])[C:17]([C:6]2[N:5]=[C:4]3[C:9]([N:10]=[C:2]([NH:31][CH2:30][CH2:29][NH:32][S:40]([CH3:43])(=[O:42])=[O:41])[N:3]3[CH2:25][CH:26]3[CH2:28][CH2:27]3)=[C:8]([N:11]3[CH2:16][CH2:15][O:14][CH2:13][CH2:12]3)[N:7]=2)=[CH:22][N:21]=1. The yield is 0.460.